This data is from Forward reaction prediction with 1.9M reactions from USPTO patents (1976-2016). The task is: Predict the product of the given reaction. (1) Given the reactants CC1(C)C(C)(C)OB([C:9]2[C:18]3[C:13](=[CH:14][CH:15]=[CH:16][CH:17]=3)[CH:12]=[CH:11][C:10]=2[CH2:19][NH:20][C:21]2[CH:26]=[CH:25][CH:24]=[CH:23][CH:22]=2)O1.Br[C:29]1[N:34]=[C:33]([C:35]([NH:38][C:39]2[C:44]([CH2:45][CH3:46])=[CH:43][CH:42]=[CH:41][C:40]=2[CH2:47][CH3:48])([CH3:37])[CH3:36])[CH:32]=[CH:31][CH:30]=1.C([O-])([O-])=O.[Na+].[Na+].O, predict the reaction product. The product is: [NH:20]([CH2:19][C:10]1[CH:11]=[CH:12][C:13]2[C:18](=[CH:17][CH:16]=[CH:15][CH:14]=2)[C:9]=1[C:29]1[N:34]=[C:33]([C:35]([NH:38][C:39]2[C:44]([CH2:45][CH3:46])=[CH:43][CH:42]=[CH:41][C:40]=2[CH2:47][CH3:48])([CH3:37])[CH3:36])[CH:32]=[CH:31][CH:30]=1)[C:21]1[CH:22]=[CH:23][CH:24]=[CH:25][CH:26]=1. (2) Given the reactants Cl(O)(=O)(=O)=O.CC1(C)[O:11][C@@H:10]2[O:12][C@H:13]([CH2:28][CH2:29][C:30]3[CH:35]=[CH:34][C:33]([C:36]4[CH:37]=[N:38][CH:39]=[N:40][CH:41]=4)=[CH:32][CH:31]=3)[C@H:14]([CH2:15][CH2:16][N:17]3[C:22](=[O:23])[C:21]4[CH:24]=[CH:25][CH:26]=[CH:27][C:20]=4[N:19]=[N:18]3)[C@@H:9]2[O:8]1, predict the reaction product. The product is: [OH:8][C@@H:9]1[C@H:10]([OH:11])[O:12][C@H:13]([CH2:28][CH2:29][C:30]2[CH:31]=[CH:32][C:33]([C:36]3[CH:37]=[N:38][CH:39]=[N:40][CH:41]=3)=[CH:34][CH:35]=2)[C@@H:14]1[CH2:15][CH2:16][N:17]1[C:22](=[O:23])[C:21]2[CH:24]=[CH:25][CH:26]=[CH:27][C:20]=2[N:19]=[N:18]1. (3) Given the reactants [OH:1][C:2]1[C:3](=[O:42])[N:4]([C:25]2[S:26][C:27]([S:30]([C:33]3[CH:38]=[CH:37][C:36]([N+:39]([O-:41])=[O:40])=[CH:35][CH:34]=3)(=[O:32])=[O:31])=[CH:28][N:29]=2)[CH:5]([C:16]2[CH:21]=[CH:20][C:19]([CH:22]([CH3:24])[CH3:23])=[CH:18][CH:17]=2)[C:6]=1[C:7](=[O:15])[C:8]1[CH:13]=[CH:12][C:11]([CH3:14])=[CH:10][CH:9]=1.I[CH3:44], predict the reaction product. The product is: [CH:22]([C:19]1[CH:20]=[CH:21][C:16]([CH:5]2[N:4]([C:25]3[S:26][C:27]([S:30]([C:33]4[CH:34]=[CH:35][C:36]([N+:39]([O-:41])=[O:40])=[CH:37][CH:38]=4)(=[O:31])=[O:32])=[CH:28][N:29]=3)[C:3](=[O:42])[C:2]([O:1][CH3:44])=[C:6]2[C:7](=[O:15])[C:8]2[CH:9]=[CH:10][C:11]([CH3:14])=[CH:12][CH:13]=2)=[CH:17][CH:18]=1)([CH3:24])[CH3:23]. (4) Given the reactants [CH2:1]([O:8][C:9]([N:11]1[CH2:15][CH2:14][CH:13]([CH:16]=O)[CH2:12]1)=[O:10])[C:2]1[CH:7]=[CH:6][CH:5]=[CH:4][CH:3]=1.C(OP([CH2:26][C:27]#[N:28])(=O)OCC)C.C(=O)([O-])[O-].[Cs+].[Cs+], predict the reaction product. The product is: [CH2:1]([O:8][C:9]([N:11]1[CH2:15][CH2:14][CH:13]([CH:16]=[CH:26][C:27]#[N:28])[CH2:12]1)=[O:10])[C:2]1[CH:7]=[CH:6][CH:5]=[CH:4][CH:3]=1. (5) Given the reactants [C:1]1([CH:7]([C:13]2[CH:18]=[CH:17][CH:16]=[CH:15][CH:14]=2)[S:8][CH2:9][C:10]([NH2:12])=[O:11])[CH:6]=[CH:5][CH:4]=[CH:3][CH:2]=1.N.[OH2:20], predict the reaction product. The product is: [C:1]1([CH:7]([C:13]2[CH:18]=[CH:17][CH:16]=[CH:15][CH:14]=2)[S:8]([CH2:9][C:10]([NH2:12])=[O:11])=[O:20])[CH:2]=[CH:3][CH:4]=[CH:5][CH:6]=1.